From a dataset of Reaction yield outcomes from USPTO patents with 853,638 reactions. Predict the reaction yield, written as a fraction of the theoretical maximum amount of product (1.0 means a 100% yield; for example, 0.34 means a 34% yield). (1) The reactants are Br[C:2]1[CH:7]=[CH:6][C:5]([S:8]([NH2:11])(=[O:10])=[O:9])=[CH:4][C:3]=1[F:12].C([O-])(=O)C.[K+].[Cl:18][C:19]1[CH:24]=[CH:23][C:22]([C:25]2[N:26]=[C:27]([C:30]([CH3:37])([CH3:36])[C:31]([CH:33]3[CH2:35][CH2:34]3)=[O:32])[S:28][CH:29]=2)=[CH:21][CH:20]=1. The catalyst is C([O-])(=O)C.[Pd+2].C([O-])(=O)C.CC(N(C)C)=O. The product is [Cl:18][C:19]1[CH:20]=[CH:21][C:22]([C:25]2[N:26]=[C:27]([C:30]([CH3:37])([CH3:36])[C:31]([CH:33]3[CH2:35][CH2:34]3)=[O:32])[S:28][C:29]=2[C:2]2[CH:7]=[CH:6][C:5]([S:8]([NH2:11])(=[O:10])=[O:9])=[CH:4][C:3]=2[F:12])=[CH:23][CH:24]=1. The yield is 0.401. (2) The reactants are [F:1][C:2]1[CH:7]=[CH:6][C:5]([N:8]2[C:16]3[C:11](=[CH:12][C:13]([CH:17]([C:26]4[CH:31]=[CH:30][CH:29]=[CH:28][CH:27]=4)[C:18]([CH2:24][OH:25])([CH3:23])[C:19]([O:21]C)=[O:20])=[CH:14][CH:15]=3)[CH:10]=[N:9]2)=[CH:4][CH:3]=1.[OH-].[Na+]. The catalyst is CO. The product is [F:1][C:2]1[CH:3]=[CH:4][C:5]([N:8]2[C:16]3[C:11](=[CH:12][C:13]([CH:17]([C:26]4[CH:27]=[CH:28][CH:29]=[CH:30][CH:31]=4)[C:18]([CH2:24][OH:25])([CH3:23])[C:19]([OH:21])=[O:20])=[CH:14][CH:15]=3)[CH:10]=[N:9]2)=[CH:6][CH:7]=1. The yield is 0.980. (3) The reactants are [CH:1]1([CH:6]([N:12]2[CH:16]=[C:15]([C:17]3[C:18]4[CH:25]=[CH:24][N:23](COCC[Si](C)(C)C)[C:19]=4[N:20]=[CH:21][N:22]=3)[CH:14]=[N:13]2)[CH2:7][CH:8]=[C:9]([F:11])[F:10])[CH2:5][CH2:4][CH2:3][CH2:2]1.[C:34]([OH:40])([C:36]([F:39])([F:38])[F:37])=[O:35]. The catalyst is C(Cl)Cl. The product is [F:37][C:36]([F:39])([F:38])[C:34]([OH:40])=[O:35].[CH:1]1([CH:6]([N:12]2[CH:16]=[C:15]([C:17]3[C:18]4[CH:25]=[CH:24][NH:23][C:19]=4[N:20]=[CH:21][N:22]=3)[CH:14]=[N:13]2)[CH2:7][CH:8]=[C:9]([F:10])[F:11])[CH2:5][CH2:4][CH2:3][CH2:2]1. The yield is 0.980. (4) The reactants are [F:1][C:2]1[C:10]([NH:11][S:12]([C:15]2[O:16][CH:17]=[CH:18][CH:19]=2)(=[O:14])=[O:13])=[CH:9][CH:8]=[C:7]([F:20])[C:3]=1C(O)=O.C([N:23](CC)CC)C.C1(P(N=[N+]=[N-])(C2C=CC=CC=2)=O)C=CC=CC=1. The catalyst is CN(C=O)C.O. The product is [NH2:23][C:3]1[C:2]([F:1])=[C:10]([NH:11][S:12]([C:15]2[O:16][CH:17]=[CH:18][CH:19]=2)(=[O:14])=[O:13])[CH:9]=[CH:8][C:7]=1[F:20]. The yield is 0.355. (5) The reactants are [Na].Cl.[O:3]1[C:7]2[CH:8]=[CH:9][C:10]([CH2:12][C:13](=[NH:23])[NH:14][CH2:15][C:16]3[CH:21]=[CH:20][CH:19]=[CH:18][C:17]=3[Cl:22])=[CH:11][C:6]=2[O:5][CH2:4]1.[C:24](OCC)(=[O:31])[CH2:25][C:26](OCC)=[O:27]. The catalyst is COC(O)C.Cl. The product is [O:3]1[C:7]2[CH:8]=[CH:9][C:10]([CH2:12][C:13]3[N:14]([CH2:15][C:16]4[CH:21]=[CH:20][CH:19]=[CH:18][C:17]=4[Cl:22])[C:26](=[O:27])[CH:25]=[C:24]([OH:31])[N:23]=3)=[CH:11][C:6]=2[O:5][CH2:4]1. The yield is 0.260.